Task: Predict the reactants needed to synthesize the given product.. Dataset: Full USPTO retrosynthesis dataset with 1.9M reactions from patents (1976-2016) (1) Given the product [CH3:1][O:2][C:3]([C:5]1([C:8]2[CH:13]=[CH:12][C:11]([O:14][CH2:15][CH2:16][C:17]([OH:19])=[O:18])=[CH:10][CH:9]=2)[CH2:7][CH2:6]1)=[O:4], predict the reactants needed to synthesize it. The reactants are: [CH3:1][O:2][C:3]([C:5]1([C:8]2[CH:13]=[CH:12][C:11]([O:14][CH2:15][CH2:16][C:17]([O:19]C(C)(C)C)=[O:18])=[CH:10][CH:9]=2)[CH2:7][CH2:6]1)=[O:4]. (2) Given the product [C:16]([O:15][C:13]([N:8]1[CH2:9][CH2:10][CH:11]([CH3:12])[CH:6]([CH2:4][OH:3])[CH2:7]1)=[O:14])([CH3:18])([CH3:19])[CH3:17], predict the reactants needed to synthesize it. The reactants are: C([O:3][C:4]([CH:6]1[CH:11]([CH3:12])[CH2:10][CH2:9][N:8]([C:13]([O:15][C:16]([CH3:19])([CH3:18])[CH3:17])=[O:14])[CH2:7]1)=O)C.[H-].[Al+3].[Li+].[H-].[H-].[H-].Cl.S([O-])([O-])(=O)=O.[Mg+2].